From a dataset of Full USPTO retrosynthesis dataset with 1.9M reactions from patents (1976-2016). Predict the reactants needed to synthesize the given product. (1) Given the product [CH3:1][O:2][C:3](=[O:11])[CH2:4][CH2:5][CH2:6][CH2:7][C:8]([O:10][C:24]([CH3:27])([CH3:26])[CH3:25])=[O:9], predict the reactants needed to synthesize it. The reactants are: [CH3:1][O:2][C:3](=[O:11])[CH2:4][CH2:5][CH2:6][CH2:7][C:8]([OH:10])=[O:9].C1N=CN(C(N2C=NC=C2)=O)C=1.[C:24](O)([CH3:27])([CH3:26])[CH3:25].C1CCN2C(=NCCC2)CC1. (2) Given the product [CH2:1]([NH:13][C:22](=[O:21])[C:23]1[CH:24]=[C:25]([C:40]2[CH:45]=[CH:44][CH:43]=[C:42]([Cl:46])[CH:41]=2)[C:26]([O:36][CH2:37][CH2:38][OH:39])=[C:27]([C:29]2[CH:34]=[CH:33][CH:32]=[C:31]([Cl:35])[CH:30]=2)[CH:28]=1)[CH2:2][CH2:3][CH2:4][CH2:5][CH2:6][CH2:7][CH2:8][CH2:9][CH2:10][CH2:11][CH3:12], predict the reactants needed to synthesize it. The reactants are: [CH2:1]([NH2:13])[CH2:2][CH2:3][CH2:4][CH2:5][CH2:6][CH2:7][CH2:8][CH2:9][CH2:10][CH2:11][CH3:12].[Li]CCCC.C([O:21][C:22](=O)[C:23]1[CH:28]=[C:27]([C:29]2[CH:34]=[CH:33][CH:32]=[C:31]([Cl:35])[CH:30]=2)[C:26]([O:36][CH2:37][CH2:38][OH:39])=[C:25]([C:40]2[CH:45]=[CH:44][CH:43]=[C:42]([Cl:46])[CH:41]=2)[CH:24]=1)C. (3) Given the product [CH2:67]([O:66][C:65]1[N:69]=[C:27]([CH:15]2[CH2:14][CH:13]([C:4]3[CH:5]=[CH:6][C:7]([CH2:8][C:9]([F:12])([F:10])[F:11])=[C:2]([F:1])[CH:3]=3)[CH2:18][N:17]([C:19]([N:21]3[CH2:22][CH2:23][S:24][CH2:25][CH2:26]3)=[O:20])[CH2:16]2)[O:28][N:64]=1)[CH3:68], predict the reactants needed to synthesize it. The reactants are: [F:1][C:2]1[CH:3]=[C:4]([CH:13]2[CH2:18][N:17]([C:19]([N:21]3[CH2:26][CH2:25][S:24][CH2:23][CH2:22]3)=[O:20])[CH2:16][CH:15]([C:27](O)=[O:28])[CH2:14]2)[CH:5]=[CH:6][C:7]=1[CH2:8][C:9]([F:12])([F:11])[F:10].CN(C(ON1N=NC2C=CC=NC1=2)=[N+](C)C)C.F[P-](F)(F)(F)(F)F.C(N(CC)C(C)C)(C)C.O[NH:64][C:65](=[NH:69])[O:66][CH2:67][CH3:68]. (4) The reactants are: ClC(Cl)(Cl)[C:3]([NH:5][C:6]1[CH:11]=[CH:10][C:9]([Cl:12])=[C:8]([C:13]([F:16])([F:15])[F:14])[CH:7]=1)=[O:4].N12CCCN=C1CCCCC2.[NH2:30][C:31]1[CH:36]=[CH:35][C:34]([OH:37])=[CH:33][CH:32]=1. Given the product [Cl:12][C:9]1[CH:10]=[CH:11][C:6]([NH:5][C:3]([NH:30][C:31]2[CH:36]=[CH:35][C:34]([OH:37])=[CH:33][CH:32]=2)=[O:4])=[CH:7][C:8]=1[C:13]([F:16])([F:15])[F:14], predict the reactants needed to synthesize it. (5) Given the product [Cl:22][C:23]1[CH:24]=[C:25]([N:30]2[C:5]([C:7]3[CH:17]=[CH:16][C:10]4[O:11][CH2:12][C:13](=[O:15])[NH:14][C:9]=4[CH:8]=3)=[CH:4][C:3]([C:2]([F:20])([F:19])[F:1])=[N:31]2)[CH:26]=[CH:27][C:28]=1[Cl:29], predict the reactants needed to synthesize it. The reactants are: [F:1][C:2]([F:20])([F:19])[C:3](O)=[CH:4][C:5]([C:7]1[CH:17]=[CH:16][C:10]2[O:11][CH2:12][C:13](=[O:15])[NH:14][C:9]=2[CH:8]=1)=O.Cl.[Cl:22][C:23]1[CH:24]=[C:25]([NH:30][NH2:31])[CH:26]=[CH:27][C:28]=1[Cl:29]. (6) Given the product [Br:13][C:14]1[C:22]2[C:17](=[N:18][CH:19]=[CH:20][CH:21]=2)[S:16][C:15]=1[S:24][CH3:23], predict the reactants needed to synthesize it. The reactants are: C([Li])CCC.C(NC(C)C)(C)C.[Br:13][C:14]1[C:22]2[C:17](=[N:18][CH:19]=[CH:20][CH:21]=2)[S:16][CH:15]=1.[CH3:23][S:24]SC.